This data is from Forward reaction prediction with 1.9M reactions from USPTO patents (1976-2016). The task is: Predict the product of the given reaction. (1) Given the reactants [F:1][C:2]1[CH:3]=[C:4]([C:12]([F:15])([F:14])[F:13])[CH:5]=[C:6]([CH2:8][N:9]=NO)[CH:7]=1.Cl[CH:17](C)[C:18](Cl)=[O:19].C([N:25](C(C)C)CC)(C)C.Cl[CH2:32][Cl:33].CN(C)C=O, predict the reaction product. The product is: [Cl:33][CH2:32][CH2:17][C:18]1[O:19][N:25]=[C:8]([C:6]2[CH:7]=[C:2]([F:1])[CH:3]=[C:4]([C:12]([F:13])([F:14])[F:15])[CH:5]=2)[N:9]=1. (2) Given the reactants Br[C:2]1[S:3][CH:4]=[CH:5][N:6]=1.[Cl:7][C:8]1[CH:9]=[C:10]([NH:23][C:24]2[C:25]3[S:32][C:31]([C:33]#[CH:34])=[CH:30][C:26]=3[N:27]=[CH:28][N:29]=2)[CH:11]=[CH:12][C:13]=1[O:14][CH2:15][C:16]1[CH:21]=[CH:20][CH:19]=[C:18]([F:22])[CH:17]=1, predict the reaction product. The product is: [Cl:7][C:8]1[CH:9]=[C:10]([NH:23][C:24]2[C:25]3[S:32][C:31]([C:33]#[C:34][C:2]4[S:3][CH:4]=[CH:5][N:6]=4)=[CH:30][C:26]=3[N:27]=[CH:28][N:29]=2)[CH:11]=[CH:12][C:13]=1[O:14][CH2:15][C:16]1[CH:21]=[CH:20][CH:19]=[C:18]([F:22])[CH:17]=1. (3) Given the reactants C1C=C(Cl)C=C(C(OO)=O)C=1.[Br:12][C:13]1[CH:14]=[CH:15][C:16]2[C:17]3[N:25]([CH2:26][CH:27]4[CH2:32][CH2:31][O:30][CH2:29][CH2:28]4)[C:24]([CH2:33][NH:34][C:35]([CH:37]4[CH2:39][CH2:38]4)=[O:36])=[N:23][C:18]=3[CH:19]=[N:20][C:21]=2[CH:22]=1.C1(C)C=CC(S(Cl)(=O)=O)=CC=1.[OH-].[NH4+:52], predict the reaction product. The product is: [NH2:52][C:19]1[C:18]2[N:23]=[C:24]([CH2:33][NH:34][C:35]([CH:37]3[CH2:38][CH2:39]3)=[O:36])[N:25]([CH2:26][CH:27]3[CH2:28][CH2:29][O:30][CH2:31][CH2:32]3)[C:17]=2[C:16]2[CH:15]=[CH:14][C:13]([Br:12])=[CH:22][C:21]=2[N:20]=1. (4) Given the reactants [H-].[Na+].[Br:3][C:4]1[C:5]([CH3:16])=[C:6]([Cl:15])[CH:7]=[C:8]([CH:12](Cl)[CH3:13])[C:9]=1[O:10][CH3:11].[CH3:17][C:18]1[C:26]2[C:21](=[N:22][CH:23]=[N:24][C:25]=2[NH2:27])[NH:20][N:19]=1, predict the reaction product. The product is: [Br:3][C:4]1[C:9]([O:10][CH3:11])=[C:8]([CH:12]([N:20]2[C:21]3=[N:22][CH:23]=[N:24][C:25]([NH2:27])=[C:26]3[C:18]([CH3:17])=[N:19]2)[CH3:13])[CH:7]=[C:6]([Cl:15])[C:5]=1[CH3:16].